From a dataset of Retrosynthesis with 50K atom-mapped reactions and 10 reaction types from USPTO. Predict the reactants needed to synthesize the given product. Given the product COc1ccc(N2NC(=O)CC2=O)cc1, predict the reactants needed to synthesize it. The reactants are: CCOC(=O)CC(=O)NNc1ccc(OC)cc1.